From a dataset of Forward reaction prediction with 1.9M reactions from USPTO patents (1976-2016). Predict the product of the given reaction. (1) Given the reactants S(Cl)([Cl:3])=O.[S:5]1[CH:9]=[CH:8][CH:7]=[C:6]1[CH2:10][CH2:11][CH2:12]O, predict the reaction product. The product is: [Cl:3][CH2:12][CH2:11][CH2:10][C:6]1[S:5][CH:9]=[CH:8][CH:7]=1. (2) Given the reactants [Cl:1][C:2]1[CH:9]=[CH:8][CH:7]=[C:6]([N+:10]([O-:12])=[O:11])[C:3]=1[CH:4]=[O:5].[Si:13](C#N)([CH3:16])([CH3:15])[CH3:14].[CH3:19][N+:20]1([O-])CCOCC1, predict the reaction product. The product is: [Cl:1][C:2]1[CH:9]=[CH:8][CH:7]=[C:6]([N+:10]([O-:12])=[O:11])[C:3]=1[CH:4]([O:5][Si:13]([CH3:16])([CH3:15])[CH3:14])[C:19]#[N:20]. (3) Given the reactants [CH2:1]([N:3]([CH3:12])[C:4]([C@@H:6]1[CH2:11][CH2:10][CH2:9][NH:8][CH2:7]1)=[O:5])[CH3:2].Cl[C:14]1[N:19]=[C:18]([NH2:20])[C:17]([N+:21]([O-:23])=[O:22])=[CH:16][CH:15]=1.C(N(CC)CC)C, predict the reaction product. The product is: [NH2:20][C:18]1[N:19]=[C:14]([N:8]2[CH2:9][CH2:10][CH2:11][C@@H:6]([C:4]([N:3]([CH2:1][CH3:2])[CH3:12])=[O:5])[CH2:7]2)[CH:15]=[CH:16][C:17]=1[N+:21]([O-:23])=[O:22]. (4) Given the reactants [CH:1](=[O:5])/[CH:2]=[CH:3]/[CH3:4].[Br:6][Si](C)(C)C.[CH2:11]([OH:14])[CH2:12]O, predict the reaction product. The product is: [Br:6][CH:3]([CH3:4])[CH2:2][CH:1]1[O:14][CH2:11][CH2:12][O:5]1. (5) The product is: [C:20]([NH:19][C:17]1[S:16][C:14]2[N:15]=[C:10]([N:9]([CH3:23])[C:4]3[CH:5]=[CH:6][C:7]([F:8])=[C:2]([NH:1][C:27](=[O:28])[C:26]4[CH:30]=[CH:31][CH:32]=[C:33]([C:34]([C:37]#[N:38])([CH3:36])[CH3:35])[C:25]=4[Cl:24])[CH:3]=3)[N:11]=[CH:12][C:13]=2[N:18]=1)(=[O:22])[CH3:21]. Given the reactants [NH2:1][C:2]1[CH:3]=[C:4]([N:9]([CH3:23])[C:10]2[N:11]=[CH:12][C:13]3[N:18]=[C:17]([NH:19][C:20](=[O:22])[CH3:21])[S:16][C:14]=3[N:15]=2)[CH:5]=[CH:6][C:7]=1[F:8].[Cl:24][C:25]1[C:33]([C:34]([C:37]#[N:38])([CH3:36])[CH3:35])=[CH:32][CH:31]=[CH:30][C:26]=1[C:27](O)=[O:28].F[P-](F)(F)(F)(F)F.N1(OC(N(C)C)=[N+](C)C)C2N=CC=CC=2N=N1.C(=O)([O-])O.[Na+], predict the reaction product. (6) Given the reactants [OH:1][CH:2]([CH2:6][CH2:7][S:8][CH3:9])[C:3]([OH:5])=[O:4].[CH2:10]([OH:24])[CH2:11][CH2:12][CH2:13][CH2:14][CH2:15][CH2:16][CH2:17][CH2:18][CH2:19][CH2:20][CH2:21][CH2:22][CH3:23].C1(C)C=C[C:28]([S:31](O)(=O)=O)=CC=1.[OH2:36].[C:37]1(C)C=C[CH:40]=[CH:39][CH:38]=1, predict the reaction product. The product is: [OH:1][CH:2]([CH2:6][CH2:7][S:8][CH3:9])[C:3]([O:5][CH:38]([CH2:39][CH2:40][S:31][CH3:28])[C:37](=[O:36])[O:24][CH2:10][CH2:11][CH2:12][CH2:13][CH2:14][CH2:15][CH2:16][CH2:17][CH2:18][CH2:19][CH2:20][CH2:21][CH2:22][CH3:23])=[O:4]. (7) The product is: [CH3:21][O:1][C:2]1[C:11]2[C:6](=[CH:7][CH:8]=[C:9]([NH:12][C:13](=[O:15])[CH3:14])[CH:10]=2)[N:5]=[C:4]([CH2:16][CH2:17][CH2:18][CH2:19][CH3:20])[CH:3]=1. Given the reactants [OH:1][C:2]1[C:11]2[C:6](=[CH:7][CH:8]=[C:9]([NH:12][C:13](=[O:15])[CH3:14])[CH:10]=2)[N:5]=[C:4]([CH2:16][CH2:17][CH2:18][CH2:19][CH3:20])[CH:3]=1.[CH3:21]OS(OC)(=O)=O, predict the reaction product. (8) Given the reactants [C:1]1([CH2:12][CH2:13][C:14]([OH:16])=[O:15])[CH:6]=[CH:5][C:4]([CH2:7][CH2:8][C:9]([OH:11])=[O:10])=[CH:3][CH:2]=1.[CH2:17](O)[CH2:18][CH3:19].C1(N=C=NC2CCCCC2)CCCCC1, predict the reaction product. The product is: [CH2:17]([O:10][C:9]([CH2:8][CH2:7][C:4]1[CH:3]=[CH:2][C:1]([CH2:12][CH2:13][C:14]([OH:16])=[O:15])=[CH:6][CH:5]=1)=[O:11])[CH2:18][CH3:19]. (9) Given the reactants [C:1]([O:5][C:6]([N:8]1[CH2:11][CH:10]([NH:12][C:13]2[C:18]([NH2:19])=[C:17]([N:20]3[CH2:25][CH2:24][O:23][CH2:22][CH2:21]3)[N:16]=[C:15]([Cl:26])[N:14]=2)[CH2:9]1)=[O:7])([CH3:4])([CH3:3])[CH3:2].[N:27]([O-])=O.[Na+], predict the reaction product. The product is: [C:1]([O:5][C:6]([N:8]1[CH2:9][CH:10]([N:12]2[C:13]3[N:14]=[C:15]([Cl:26])[N:16]=[C:17]([N:20]4[CH2:21][CH2:22][O:23][CH2:24][CH2:25]4)[C:18]=3[N:19]=[N:27]2)[CH2:11]1)=[O:7])([CH3:4])([CH3:2])[CH3:3].